From a dataset of Reaction yield outcomes from USPTO patents with 853,638 reactions. Predict the reaction yield, written as a fraction of the theoretical maximum amount of product (1.0 means a 100% yield; for example, 0.34 means a 34% yield). (1) The reactants are [C:1]([NH:5][S:6]([C:9]1[CH:14]=[CH:13][CH:12]=[C:11]([C:15]2[CH:20]=[CH:19][CH:18]=[C:17]([C:21]#[N:22])[N:16]=2)[CH:10]=1)(=[O:8])=[O:7])([CH3:4])([CH3:3])[CH3:2].Cl.[NH2:24][OH:25].C(=O)([O-])[O-].[Na+].[Na+]. The catalyst is CCO.O. The product is [C:1]([NH:5][S:6]([C:9]1[CH:10]=[C:11]([C:15]2[N:16]=[C:17]([C:21]([NH:24][OH:25])=[NH:22])[CH:18]=[CH:19][CH:20]=2)[CH:12]=[CH:13][CH:14]=1)(=[O:8])=[O:7])([CH3:4])([CH3:2])[CH3:3]. The yield is 0.750. (2) The reactants are Cl[C:2]1[C:10]2OC[CH:7](OC)[C:6]=2[C:5]([CH:13]2[C@H:18]([O:19]CC3C=CC=CC=3)[C@@H:17]([O:27]CC3C=CC=CC=3)[C@H:16]([O:35]CC3C=CC=CC=3)[C@@H:15]([CH2:43][O:44]CC3C=CC=CC=3)[O:14]2)=[CH:4][C:3]=1[CH2:52][C:53]1[CH:58]=[CH:57][C:56]([O:59][CH2:60][CH3:61])=[CH:55][CH:54]=1.[CH2:62]1[CH2:66][O:65][CH2:64][CH2:63]1.CO. The catalyst is [Pd]. The product is [CH:10]1([C:2]2[C:66]3[O:65][CH2:64][CH2:63][C:62]=3[C:5]([C@H:13]3[C@H:18]([OH:19])[C@@H:17]([OH:27])[C@H:16]([OH:35])[C@@H:15]([CH2:43][OH:44])[O:14]3)=[CH:4][C:3]=2[CH2:52][C:53]2[CH:54]=[CH:55][C:56]([O:59][CH2:60][CH3:61])=[CH:57][CH:58]=2)[CH2:6][CH2:7]1. The yield is 0.290. (3) The reactants are [C:1]([N:8]1[CH2:13][CH2:12][S:11][CH2:10][CH:9]1C(O)=O)([O:3][C:4](C)(C)[CH3:5])=[O:2].Cl.C(OC(=O)[C@H](CS)N)C.C(N(CC)CC)C.BrC(Br)C. The catalyst is C1COCC1. The product is [CH2:4]([O:3][C:1]([N:8]1[CH2:9][CH2:10][S:11][CH2:12][CH2:13]1)=[O:2])[CH3:5]. The yield is 0.870. (4) The reactants are C(O)(C(F)(F)F)=O.[C:8]([C:11]1([C:14]2[CH:47]=[CH:46][CH:45]=[CH:44][C:15]=2[CH2:16][CH2:17][C:18]2[C:23]([Cl:24])=[CH:22][N:21]=[C:20]([NH:25][C:26]3[CH:27]=[N:28][N:29]([CH:31]4[CH2:36][CH2:35][N:34](C(OC(C)(C)C)=O)[CH2:33][CH2:32]4)[CH:30]=3)[N:19]=2)[CH2:13][CH2:12]1)(=[O:10])[NH2:9]. The catalyst is C(Cl)Cl. The product is [Cl:24][C:23]1[C:18]([CH2:17][CH2:16][C:15]2[CH:44]=[CH:45][CH:46]=[CH:47][C:14]=2[C:11]2([C:8]([NH2:9])=[O:10])[CH2:13][CH2:12]2)=[N:19][C:20]([NH:25][C:26]2[CH:27]=[N:28][N:29]([CH:31]3[CH2:36][CH2:35][NH:34][CH2:33][CH2:32]3)[CH:30]=2)=[N:21][CH:22]=1. The yield is 0.210. (5) The reactants are Br[C:2]1[CH:3]=[C:4]([N:9]2[C:17]3[CH:16]=[CH:15][N:14]([CH3:18])[C:13](=[O:19])[C:12]=3[N:11]=[CH:10]2)[CH:5]=[CH:6][C:7]=1[F:8].[F:20][C:21]1[CH:22]=[N:23][CH:24]=[C:25](B2OC(C)(C)C(C)(C)O2)[CH:26]=1. No catalyst specified. The product is [F:8][C:7]1[CH:6]=[CH:5][C:4]([N:9]2[C:17]3[CH:16]=[CH:15][N:14]([CH3:18])[C:13](=[O:19])[C:12]=3[N:11]=[CH:10]2)=[CH:3][C:2]=1[C:25]1[CH:24]=[N:23][CH:22]=[C:21]([F:20])[CH:26]=1. The yield is 0.590. (6) The reactants are [CH3:1][S:2](Cl)(=[O:4])=[O:3].[CH2:6]([NH2:12])[C:7]1[O:11][CH:10]=[CH:9][CH:8]=1.C(N(CC)CC)C. The catalyst is C(Cl)Cl.C(OCC)(=O)C. The product is [O:11]1[CH:10]=[CH:9][CH:8]=[C:7]1[CH2:6][NH:12][S:2]([CH3:1])(=[O:4])=[O:3]. The yield is 0.890.